This data is from Experimentally validated miRNA-target interactions with 360,000+ pairs, plus equal number of negative samples. The task is: Binary Classification. Given a miRNA mature sequence and a target amino acid sequence, predict their likelihood of interaction. (1) The miRNA is hsa-miR-4502 with sequence GCUGAUGAUGAUGGUGCUGAAG. The protein sequence of the target gene is MAAALGASGGAGAGDDDFDQFDKPGAERSWRRRAADEDWDSELEDDLLGEDLLSGKKNQSDLSDEELNDDLLQSDNEDEENFSSQGVTISLNATSGMVTSFELSDNTNDQSGEQESEYEQEQGEDELVYHKSDGSELYTQEYPEEGQYEGHEAELTEDQIEYVEEPEEEQLYTDEVLDIEINEPLDEFTGGMETLELQKDIKEESDEEEEDDEESGRLRFKTERKEGTIIRLSDVTRERRNIPETLELSAEAKAALLEFEERERQHKQGRYSSRRGGRRGGPLMCRGVGDQRRESTERGR.... Result: 1 (interaction). (2) The miRNA is hsa-miR-340-3p with sequence UCCGUCUCAGUUACUUUAUAGC. The protein sequence of the target gene is MSEKEGMSEVLEDTISQFRKESRSQSMKEPGFIKETSNLINEASDYLEGKSSNQIYETHPRQNTLESTSSSGRKSKRNEEQKKNLQFSETSTRTGTSQSLSSLTGRTAEYQALVNFLSHETVGEVSPQVSEENQKQLGLGADNFTVNLEAKGLQEFPKDILKIKYVKYLYLDKNQIKTFQGADSGDLLGLEILSLQENGLSSLPSEIQLLHNLRILNVSHNHISHIPKEISQLGNIRQLFFYNNYIENFPSDLECLGNLEILSLGKNKLRHIPDTLPSLKTLRVLNLEYNQLTTFPKALC.... Result: 1 (interaction). (3) The miRNA is hsa-miR-5584-5p with sequence CAGGGAAAUGGGAAGAACUAGA. The protein sequence of the target gene is MSCQQNQQQCQPPPKCIPKCPPKCLTPRCPPKCPPKCPPVSSCCSVSSGGCCGSSSGGSCGSSSGGCCSSGGGGCCLSHHRRRRSHCHRPQSSGCCSQPSGGSSCCGGGSGQHSGGCC. Result: 1 (interaction). (4) The miRNA is hsa-miR-1180-3p with sequence UUUCCGGCUCGCGUGGGUGUGU. The protein sequence of the target gene is MVQAWYMDDAPGDPRQPHRPDPGRPVGLEQLRRLGVLYWKLDADKYENDPELEKIRRERNYSWMDIITICKDKLPNYEEKIKMFYEEHLHLDDEIRYILDGSGYFDVRDKEDQWIRIFMEKGDMVTLPAGIYHRFTVDEKNYTKAMRLFVGEPVWTAYNRPADHFEARGQYVKFLAQTA. Result: 0 (no interaction). (5) The miRNA is hsa-miR-6715b-5p with sequence ACAGGCACGACUGGUUUGGCA. The protein sequence of the target gene is MFPLTEENKHVAQLLLNTGTCPRCIFRFCGVDFHAPYKLPYKELLNELQKFLETEKDELILEVMNPPPKKIRLQELEDSIDNLSQNGEGRISVSHVGSTASKNSNLNVCNVCLGILQEFCEKDFIKKVCQKVEASGFEFTSLVFSVSFPPQLSVREHAAWLLVKQEMGKQSLSLGRDDIVQLKEAYKWITHPLFSEELGVPIDGKSLFEVSVVFAHPETVEDCHFLAAICPDCFKPAKNKQSVFTRMAVMKALNKIKEEDFLKQFPCPPNSPKAVCAVLEIECAHGAVFVAGRYNKYSRN.... Result: 0 (no interaction). (6) The miRNA is mmu-miR-541-5p with sequence AAGGGAUUCUGAUGUUGGUCACACU. The protein sequence of the target gene is MPAGSNEPDGVLSYQRPDEEAVVDQGGTSTILNIHYEKEELEGHRTLYVGVRMPLGRQSHRHHRTHGQKHRRRGGRGKGASQGEEGLEALAHDTPSQRVQFILGTEEDEEHVPHELFTELDEICMKEGEDAEWKETARWLKFEEDVEDGGERWSKPYVATLSLHSLFELRSCLINGSVLLDMRASSIEEISDLILDQQELLRDLSDSVRVKVREALLKKHHHQNERRRNNLIPIVRSFAEVGKKQSDPHSMDRDGQTVSPQSATNLEVKNGVNCEHSPVDLSKVDLHFMKKIPTGAEASN.... Result: 1 (interaction).